Task: Binary Classification. Given a drug SMILES string, predict its activity (active/inactive) in a high-throughput screening assay against a specified biological target.. Dataset: HIV replication inhibition screening data with 41,000+ compounds from the AIDS Antiviral Screen (1) The compound is COc1ccc2[nH]c3c(c2c1)C(C)CC1C(=O)N(c2ccccc2)C(=O)C31. The result is 0 (inactive). (2) The compound is O=P1(O)c2ccccc2-c2ccccc21. The result is 0 (inactive). (3) The molecule is CC[n+]1[b-](C(C)(C)C)n(N=C(C)C(C)(C)C)[b-](C(C)(C)C)[n+]1CC. The result is 0 (inactive). (4) The molecule is CCOC(=O)NC(Nc1ccc(OC(F)(F)F)cc1)(C(F)(F)F)C(F)(F)F. The result is 0 (inactive). (5) The compound is C1=CC(N(c2ccccc2)C2C=CCCC2)CCC1. The result is 0 (inactive). (6) The result is 0 (inactive). The molecule is S=C1N(c2ccc(Br)cc2)C2=Nc3ccccc3NC(=C2N=Nc2ccccc2)N1c1ccc(Cl)cc1. (7) The drug is CCOC(=O)CCN1C(=O)c2ccc(NC(=O)C(=O)O)cc2S1(=O)=O. The result is 0 (inactive). (8) The compound is O=[N+]([O-])c1ccc(Sc2c3ccccc3nc3ccccc23)nc1. The result is 0 (inactive). (9) The drug is COC1(OC)c2no[n+]([O-])c2CCC1O. The result is 0 (inactive).